Dataset: Peptide-MHC class I binding affinity with 185,985 pairs from IEDB/IMGT. Task: Regression. Given a peptide amino acid sequence and an MHC pseudo amino acid sequence, predict their binding affinity value. This is MHC class I binding data. The peptide sequence is CTDPSERVFK. The MHC is HLA-A03:01 with pseudo-sequence HLA-A03:01. The binding affinity (normalized) is 0.418.